This data is from Catalyst prediction with 721,799 reactions and 888 catalyst types from USPTO. The task is: Predict which catalyst facilitates the given reaction. (1) Reactant: [Cl:1][C:2]1[CH:11]=[CH:10][CH:9]=[C:8]2[C:3]=1[CH:4]=[C:5]([C:15]1[CH:20]=[CH:19][CH:18]=[C:17]([F:21])[CH:16]=1)[C:6]([C@@H:12]([NH2:14])[CH3:13])=[N:7]2.Cl[C:23]1[N:31]=[CH:30][N:29]=[C:28]2[C:24]=1[NH:25][CH:26]=[N:27]2.CCN(C(C)C)C(C)C. Product: [Cl:1][C:2]1[CH:11]=[CH:10][CH:9]=[C:8]2[C:3]=1[CH:4]=[C:5]([C:15]1[CH:20]=[CH:19][CH:18]=[C:17]([F:21])[CH:16]=1)[C:6]([C@@H:12]([NH:14][C:23]1[N:31]=[CH:30][N:29]=[C:28]3[C:24]=1[N:25]=[CH:26][NH:27]3)[CH3:13])=[N:7]2. The catalyst class is: 51. (2) Reactant: [NH2:1][C:2]1[CH:7]=[CH:6][CH:5]=[CH:4][C:3]=1[NH:8][C:9](=[O:22])[C:10]1[CH:15]=[CH:14][C:13]([CH:16]2[CH2:21][CH2:20][NH:19][CH2:18][CH2:17]2)=[CH:12][CH:11]=1.[C:23](OC(=O)C)(=[O:25])[CH3:24]. Product: [C:23]([N:19]1[CH2:20][CH2:21][CH:16]([C:13]2[CH:14]=[CH:15][C:10]([C:9]([NH:8][C:3]3[CH:4]=[CH:5][CH:6]=[CH:7][C:2]=3[NH2:1])=[O:22])=[CH:11][CH:12]=2)[CH2:17][CH2:18]1)(=[O:25])[CH3:24]. The catalyst class is: 80. (3) Reactant: C(=O)([O-])[O-].[Cs+].[Cs+].[NH2:7][C:8]1[CH:13]=[CH:12][C:11]([SH:14])=[CH:10][CH:9]=1.Cl[C:16]1[N:21]2[N:22]=[C:23]([CH:25]3[CH2:27][CH2:26]3)[CH:24]=[C:20]2[N:19]=[CH:18][CH:17]=1. Product: [CH:25]1([C:23]2[CH:24]=[C:20]3[N:19]=[CH:18][CH:17]=[C:16]([S:14][C:11]4[CH:12]=[CH:13][C:8]([NH2:7])=[CH:9][CH:10]=4)[N:21]3[N:22]=2)[CH2:27][CH2:26]1. The catalyst class is: 31. (4) Reactant: [CH2:1]([N:3]([CH:14]1[CH2:19][CH2:18][O:17][CH2:16][CH2:15]1)[C:4]1[C:5]([CH3:13])=[C:6]([C:10]([OH:12])=O)[CH:7]=[N:8][CH:9]=1)[CH3:2].CCN(C(C)C)C(C)C.CN(C(ON1N=NC2C=CC=NC1=2)=[N+](C)C)C.F[P-](F)(F)(F)(F)F.[NH2:53][CH2:54][C:55]1[C:56](=[O:63])[NH:57][C:58]([CH3:62])=[CH:59][C:60]=1[CH3:61]. Product: [CH3:61][C:60]1[CH:59]=[C:58]([CH3:62])[NH:57][C:56](=[O:63])[C:55]=1[CH2:54][NH:53][C:10]([C:6]1[CH:7]=[N:8][CH:9]=[C:4]([N:3]([CH2:1][CH3:2])[CH:14]2[CH2:19][CH2:18][O:17][CH2:16][CH2:15]2)[C:5]=1[CH3:13])=[O:12]. The catalyst class is: 18. (5) Reactant: C(OC(=O)[NH:7][CH:8]([CH2:32][C:33]1[CH:38]=[CH:37][C:36]([Cl:39])=[CH:35][CH:34]=1)[C:9]([N:11]1[CH2:16][CH2:15][N:14]([C:17]2[CH:22]=[CH:21][CH:20]=[CH:19][C:18]=2[O:23][CH2:24][CH2:25][N:26]2[CH2:31][CH2:30][O:29][CH2:28][CH2:27]2)[CH2:13][CH2:12]1)=[O:10])(C)(C)C.Cl. The catalyst class is: 275. Product: [NH2:7][CH:8]([CH2:32][C:33]1[CH:34]=[CH:35][C:36]([Cl:39])=[CH:37][CH:38]=1)[C:9]([N:11]1[CH2:16][CH2:15][N:14]([C:17]2[CH:22]=[CH:21][CH:20]=[CH:19][C:18]=2[O:23][CH2:24][CH2:25][N:26]2[CH2:31][CH2:30][O:29][CH2:28][CH2:27]2)[CH2:13][CH2:12]1)=[O:10]. (6) Reactant: O.O.[Sn](Cl)Cl.[CH3:6][O:7][C:8]([C:10]1[S:11][C:12]([Br:18])=[CH:13][C:14]=1[N+:15]([O-])=O)=[O:9]. Product: [CH3:6][O:7][C:8]([C:10]1[S:11][C:12]([Br:18])=[CH:13][C:14]=1[NH2:15])=[O:9]. The catalyst class is: 5.